Dataset: Full USPTO retrosynthesis dataset with 1.9M reactions from patents (1976-2016). Task: Predict the reactants needed to synthesize the given product. The reactants are: [CH3:1][N:2]([C:7]1[CH:8]=[C:9]([CH:13]=[C:14]([C:16](=[O:26])[NH:17][CH:18]([C:20]2[CH:25]=[CH:24][CH:23]=[CH:22][CH:21]=2)[CH3:19])[CH:15]=1)[C:10](O)=[O:11])[S:3]([CH3:6])(=[O:5])=[O:4].[OH2:27].ON1[C:33]2[CH:34]=[CH:35][CH:36]=[CH:37][C:32]=2N=N1.C([N:41]([CH:44]([CH3:46])C)[CH2:42][CH3:43])(C)C.CN([CH:50]=[O:51])C. Given the product [OH:27][CH:46]([CH2:44][NH:41][CH2:42][C:43]1[CH:16]=[CH:14][CH:13]=[C:9]([O:51][CH3:50])[CH:8]=1)[CH:7]([NH:2][C:10](=[O:11])[C:9]1[CH:8]=[C:7]([N:2]([CH3:1])[S:3]([CH3:6])(=[O:5])=[O:4])[CH:15]=[C:14]([C:16]([NH:17][CH:18]([C:20]2[CH:25]=[CH:24][CH:23]=[CH:22][CH:21]=2)[CH3:19])=[O:26])[CH:13]=1)[CH2:15][C:32]1[CH:37]=[CH:36][CH:35]=[CH:34][CH:33]=1, predict the reactants needed to synthesize it.